From a dataset of Peptide-MHC class I binding affinity with 185,985 pairs from IEDB/IMGT. Regression. Given a peptide amino acid sequence and an MHC pseudo amino acid sequence, predict their binding affinity value. This is MHC class I binding data. (1) The peptide sequence is AVREATAAF. The MHC is HLA-A31:01 with pseudo-sequence HLA-A31:01. The binding affinity (normalized) is 0.0847. (2) The peptide sequence is RDYRTISPR. The MHC is HLA-A03:01 with pseudo-sequence HLA-A03:01. The binding affinity (normalized) is 0.247. (3) The peptide sequence is AENLWVTNY. The MHC is Mamu-A11 with pseudo-sequence Mamu-A11. The binding affinity (normalized) is 0.512. (4) The peptide sequence is LEPPFGDSYI. The MHC is HLA-B40:01 with pseudo-sequence HLA-B40:01. The binding affinity (normalized) is 0.190. (5) The MHC is HLA-E01:01 with pseudo-sequence HLA-E01:03. The binding affinity (normalized) is 0.280. The peptide sequence is SLYSGFPSL. (6) The peptide sequence is TSVSAKQLR. The MHC is HLA-A31:01 with pseudo-sequence HLA-A31:01. The binding affinity (normalized) is 0.273. (7) The peptide sequence is YITDYSNDI. The MHC is HLA-B15:17 with pseudo-sequence HLA-B15:17. The binding affinity (normalized) is 0.0847. (8) The peptide sequence is SPAIFQSSM. The MHC is HLA-A02:03 with pseudo-sequence HLA-A02:03. The binding affinity (normalized) is 0.